Task: Predict the product of the given reaction.. Dataset: Forward reaction prediction with 1.9M reactions from USPTO patents (1976-2016) Given the reactants [C:1]1([S:7]([CH2:10][C:11]2[C:16]([C:17]([O:19]CC)=O)=[C:15]([O:22][CH2:23][CH2:24][NH:25]C(OC(C)(C)C)=O)[C:14]([C:33]3[CH:37]=[CH:36][O:35][CH:34]=3)=[CH:13][CH:12]=2)(=[O:9])=[O:8])[CH:6]=[CH:5][CH:4]=[CH:3][CH:2]=1.C1(S(CC2C(C([O:56][C:57]([CH3:60])([CH3:59])[CH3:58])=O)=C(O)C(C3C=COC=3)=CC=2)(=O)=O)C=CC=CC=1.BrCC#N, predict the reaction product. The product is: [C:1]1([S:7]([CH2:10][C:11]2[C:16]([C:17]([O:56][C:57]([CH3:60])([CH3:59])[CH3:58])=[O:19])=[C:15]([O:22][CH2:23][C:24]#[N:25])[C:14]([C:33]3[CH:37]=[CH:36][O:35][CH:34]=3)=[CH:13][CH:12]=2)(=[O:9])=[O:8])[CH:6]=[CH:5][CH:4]=[CH:3][CH:2]=1.